Predict the reactants needed to synthesize the given product. From a dataset of Full USPTO retrosynthesis dataset with 1.9M reactions from patents (1976-2016). (1) Given the product [CH3:1][O:2][C:3]1[C:8]2[N:9]=[C:10]([NH:12][C:20]([N:30]3[CH2:31][C@@H:32]4[CH2:35][C@H:29]3[CH2:34][O:33]4)=[O:21])[S:11][C:7]=2[C:6]([CH:13]2[CH2:18][CH2:17][O:16][CH2:15][CH2:14]2)=[CH:5][CH:4]=1, predict the reactants needed to synthesize it. The reactants are: [CH3:1][O:2][C:3]1[C:8]2[N:9]=[C:10]([NH2:12])[S:11][C:7]=2[C:6]([CH:13]2[CH2:18][CH2:17][O:16][CH2:15][CH2:14]2)=[CH:5][CH:4]=1.Cl[C:20](OC1C=CC=CC=1)=[O:21].[C@H:29]12[CH2:35][C@H:32]([O:33][CH2:34]1)[CH2:31][NH:30]2. (2) Given the product [O:24]1[CH:25]=[CH:26][C:22]([NH:21][CH2:20][CH2:19][O:1][C:2]2[C:3]([CH3:11])=[CH:4][C:5]([CH:6]=[O:7])=[CH:8][C:9]=2[CH3:10])=[N:23]1, predict the reactants needed to synthesize it. The reactants are: [OH:1][C:2]1[C:9]([CH3:10])=[CH:8][C:5]([CH:6]=[O:7])=[CH:4][C:3]=1[CH3:11].C([O-])([O-])=O.[K+].[K+].Br[CH2:19][CH2:20][NH:21][C:22]1[CH:26]=[CH:25][O:24][N:23]=1. (3) Given the product [Br:1][C:2]1[CH:10]=[C:9]2[C:5]([C:6]([NH:12][CH:16]3[CH2:17][CH2:18][O:13][CH2:14][CH2:15]3)=[N:7][N:8]2[CH3:11])=[CH:4][CH:3]=1, predict the reactants needed to synthesize it. The reactants are: [Br:1][C:2]1[CH:10]=[C:9]2[C:5]([C:6]([NH2:12])=[N:7][N:8]2[CH3:11])=[CH:4][CH:3]=1.[O:13]1[CH2:18][CH2:17][C:16](=O)[CH2:15][CH2:14]1.C([BH3-])#N.[Na+]. (4) Given the product [Br:16][C:17]1[CH:22]=[CH:21][C:20]([CH:8]([C:7]([O:14][CH3:15])=[O:13])[C:9]([O:11][CH3:12])=[O:10])=[C:19]([N+:24]([O-:26])=[O:25])[CH:18]=1, predict the reactants needed to synthesize it. The reactants are: C(=O)([O-])[O-].[K+].[K+].[C:7]([O:14][CH3:15])(=[O:13])[CH2:8][C:9]([O:11][CH3:12])=[O:10].[Br:16][C:17]1[CH:22]=[CH:21][C:20](F)=[C:19]([N+:24]([O-:26])=[O:25])[CH:18]=1.Cl. (5) Given the product [Cl:28][C:21]1[CH:22]=[CH:23][C:24]([O:26][CH3:27])=[CH:25][C:20]=1[NH:19][C:13]1[C:12]2[C:17](=[CH:18][C:9]([OH:8])=[CH:10][C:11]=2[O:29][CH:30]2[CH2:31][CH2:32][CH2:33][CH2:34][CH2:35]2)[N:16]=[CH:15][N:14]=1, predict the reactants needed to synthesize it. The reactants are: C([O:8][C:9]1[CH:18]=[C:17]2[C:12]([C:13]([NH:19][C:20]3[CH:25]=[C:24]([O:26][CH3:27])[CH:23]=[CH:22][C:21]=3[Cl:28])=[N:14][CH:15]=[N:16]2)=[C:11]([O:29][CH:30]2[CH2:35][CH2:34][CH2:33][CH2:32][CH2:31]2)[CH:10]=1)C1C=CC=CC=1.FC(F)(F)C(O)=O. (6) Given the product [CH3:21][N:18]1[CH2:19][CH2:20][C:8]2[N:7]([C:3]3[CH2:4][CH2:5][CH2:6][C:2]=3[C:26]3[CH:25]=[N:24][C:23]([CH3:22])=[CH:28][CH:27]=3)[C:15]3[CH:14]=[CH:13][C:12]([CH3:16])=[CH:11][C:10]=3[C:9]=2[CH2:17]1, predict the reactants needed to synthesize it. The reactants are: Br[C:2]1[CH2:6][CH2:5][CH2:4][C:3]=1[N:7]1[C:15]2[CH:14]=[CH:13][C:12]([CH3:16])=[CH:11][C:10]=2[C:9]2[CH2:17][N:18]([CH3:21])[CH2:19][CH2:20][C:8]1=2.[CH3:22][C:23]1[CH:28]=[CH:27][C:26](B2OC(C)(C)C(C)(C)O2)=[CH:25][N:24]=1.C([O-])([O-])=O.[K+].[K+]. (7) Given the product [CH2:8]([N:11]1[C:16](=[CH2:17])[C:15](=[O:19])[NH:14][C@@H:13]([CH2:20][C:21]2[CH:26]=[CH:25][CH:24]=[CH:23][CH:22]=2)[C:12]1=[O:27])[CH:9]=[CH2:10], predict the reactants needed to synthesize it. The reactants are: C(O)(C(F)(F)F)=O.[CH2:8]([NH:11][C:12](=[O:27])[C@H:13]([CH2:20][C:21]1[CH:26]=[CH:25][CH:24]=[CH:23][CH:22]=1)[NH:14][C:15](=[O:19])[C:16](=O)[CH3:17])[CH:9]=[CH2:10]. (8) The reactants are: [C:1]([O:5][C:6]([N:8]1[CH2:13][C@@H:12]([C:14](=[O:37])[NH:15][CH2:16][C:17]2([CH2:31][CH2:32][CH2:33][CH2:34][O:35][CH3:36])[C:30]3[CH:29]=[CH:28][CH:27]=[CH:26][C:25]=3[O:24][C:23]3[C:18]2=[CH:19][CH:20]=[CH:21][CH:22]=3)[CH2:11][C@@H:10]([NH:38][S:39]([C:42]2[CH:47]=[CH:46][C:45]([CH2:48][OH:49])=[CH:44][CH:43]=2)(=[O:41])=[O:40])[CH2:9]1)=[O:7])([CH3:4])([CH3:3])[CH3:2].CCN(CC)CC.[CH3:57][S:58](Cl)(=[O:60])=[O:59]. Given the product [C:1]([O:5][C:6]([N:8]1[CH2:13][C@@H:12]([C:14](=[O:37])[NH:15][CH2:16][C:17]2([CH2:31][CH2:32][CH2:33][CH2:34][O:35][CH3:36])[C:30]3[CH:29]=[CH:28][CH:27]=[CH:26][C:25]=3[O:24][C:23]3[C:18]2=[CH:19][CH:20]=[CH:21][CH:22]=3)[CH2:11][C@@H:10]([NH:38][S:39]([C:42]2[CH:47]=[CH:46][C:45]([CH2:48][O:49][S:58]([CH3:57])(=[O:60])=[O:59])=[CH:44][CH:43]=2)(=[O:40])=[O:41])[CH2:9]1)=[O:7])([CH3:4])([CH3:2])[CH3:3], predict the reactants needed to synthesize it.